From a dataset of Forward reaction prediction with 1.9M reactions from USPTO patents (1976-2016). Predict the product of the given reaction. (1) The product is: [Cl:1][C:2]1[CH:3]=[CH:4][C:5]([NH:28][C:29]([C:30]2[CH:31]=[C:32]([CH:33]=[CH:34][CH:35]=2)[CH2:36][S:82][C:83]2[CH:84]=[C:85]([CH:89]=[CH:90][CH:91]=2)[C:86]([OH:88])=[O:87])=[O:38])=[C:6]([C:8]2[CH:9]=[C:10]([C:11](=[O:12])[NH:13][CH2:14][C:15]3[CH:20]=[CH:19][CH:18]=[C:17]([C:21]([F:23])([F:22])[F:24])[CH:16]=3)[CH:25]=[CH:26][N:27]=2)[CH:7]=1. Given the reactants [Cl:1][C:2]1[CH:3]=[CH:4][C:5]([NH:28][C:29](=[O:38])[C:30]2[CH:35]=[CH:34][CH:33]=[C:32]([CH2:36]Cl)[CH:31]=2)=[C:6]([C:8]2[CH:9]=[C:10]([CH:25]=[CH:26][N:27]=2)[C:11]([NH:13][CH2:14][C:15]2[CH:20]=[CH:19][CH:18]=[C:17]([C:21]([F:24])([F:23])[F:22])[CH:16]=2)=[O:12])[CH:7]=1.ClCC1C=C(C=CC=1)C(NC1C=CC(N2CCCCC2)=CC=1C1C=C(C=CN=1)C(NCC1C=CC=C(C(F)(F)F)C=1)=O)=O.[SH:82][C:83]1[CH:84]=[C:85]([CH:89]=[CH:90][CH:91]=1)[C:86]([OH:88])=[O:87].C([O-])([O-])=O.[K+].[K+].Cl, predict the reaction product. (2) Given the reactants [Si]([O:8][C:9]1[C:10](=[O:15])[NH:11][CH:12]=[CH:13][CH:14]=1)(C(C)(C)C)(C)C.[Li]CCCC.[C:21]1([CH3:31])[CH:26]=[CH:25][C:24]([S:27](Cl)(=[O:29])=[O:28])=[CH:23][CH:22]=1, predict the reaction product. The product is: [OH:8][C:9]1[C:10](=[O:15])[N:11]([S:27]([C:24]2[CH:25]=[CH:26][C:21]([CH3:31])=[CH:22][CH:23]=2)(=[O:29])=[O:28])[CH:12]=[CH:13][CH:14]=1. (3) Given the reactants [Cl:1][C:2]1[CH:3]=[C:4]2[C:8](=[CH:9][CH:10]=1)[NH:7][CH:6]=[CH:5]2.C=O.CNC.CI.[Si](C#N)(C)(C)C.CC[CH2:26][CH2:27][N+:28](CCCC)(CCCC)CCCC.[F-], predict the reaction product. The product is: [Cl:1][C:2]1[CH:3]=[C:4]2[C:8](=[CH:9][CH:10]=1)[NH:7][CH:6]=[C:5]2[CH2:26][C:27]#[N:28]. (4) Given the reactants Cl[C:2]1[N:7]=[C:6]([O:8][C:9]2[C:18]3[C:13](=[CH:14][CH:15]=[CH:16][CH:17]=3)[C:12]([NH:19][C:20]([NH:22][C:23]3[N:27]([C:28]4[CH:33]=[CH:32][CH:31]=[C:30]([CH2:34][P:35]([CH3:38])([CH3:37])=[O:36])[CH:29]=4)[N:26]=[C:25]([CH:39]([CH3:41])[CH3:40])[CH:24]=3)=[O:21])=[CH:11][CH:10]=2)[CH:5]=[CH:4][N:3]=1.[CH3:42][S:43]([C:46]1[CH:47]=[C:48]([CH:50]=[C:51]([O:53][CH2:54][CH2:55][N:56]2[CH2:61][CH2:60][O:59][CH2:58][CH2:57]2)[CH:52]=1)[NH2:49])(=[O:45])=[O:44].C([O-])(O)=O.[Na+], predict the reaction product. The product is: [CH3:37][P:35]([CH2:34][C:30]1[CH:29]=[C:28]([N:27]2[C:23]([NH:22][C:20]([NH:19][C:12]3[C:13]4[C:18](=[CH:17][CH:16]=[CH:15][CH:14]=4)[C:9]([O:8][C:6]4[CH:5]=[CH:4][N:3]=[C:2]([NH:49][C:48]5[CH:50]=[C:51]([O:53][CH2:54][CH2:55][N:56]6[CH2:57][CH2:58][O:59][CH2:60][CH2:61]6)[CH:52]=[C:46]([S:43]([CH3:42])(=[O:45])=[O:44])[CH:47]=5)[N:7]=4)=[CH:10][CH:11]=3)=[O:21])=[CH:24][C:25]([CH:39]([CH3:41])[CH3:40])=[N:26]2)[CH:33]=[CH:32][CH:31]=1)([CH3:38])=[O:36]. (5) Given the reactants [OH:1][CH2:2][CH2:3][O:4][C:5]1[CH:10]=[CH:9][C:8]([C:11]2[O:15][C:14]([C:16]([NH2:18])=O)=[N:13][C:12]=2[C:19]2[CH:24]=[CH:23][C:22]([O:25][CH3:26])=[CH:21][CH:20]=2)=[CH:7][CH:6]=1.N1C=CC=CC=1.FC(F)(F)C(OC(=O)C(F)(F)F)=O, predict the reaction product. The product is: [OH:1][CH2:2][CH2:3][O:4][C:5]1[CH:6]=[CH:7][C:8]([C:11]2[O:15][C:14]([C:16]#[N:18])=[N:13][C:12]=2[C:19]2[CH:20]=[CH:21][C:22]([O:25][CH3:26])=[CH:23][CH:24]=2)=[CH:9][CH:10]=1. (6) Given the reactants Cl.Cl.[CH:3]([N:6]1[CH2:11][CH2:10][CH:9]([O:12][CH:13]2[CH2:18][CH2:17][NH:16][CH2:15][CH2:14]2)[CH2:8][CH2:7]1)([CH3:5])[CH3:4].Cl[C:20]1[N:21]=[N:22][C:23]([C:26]([F:29])([F:28])[F:27])=[CH:24][CH:25]=1, predict the reaction product. The product is: [CH3:4][CH:3]([N:6]1[CH2:11][CH2:10][CH:9]([O:12][CH:13]2[CH2:18][CH2:17][N:16]([C:20]3[N:21]=[N:22][C:23]([C:26]([F:29])([F:28])[F:27])=[CH:24][CH:25]=3)[CH2:15][CH2:14]2)[CH2:8][CH2:7]1)[CH3:5]. (7) Given the reactants Cl.[F:2][C:3]([F:28])([F:27])[C:4]1[CH:5]=[CH:6][C:7]([O:10][C:11]2[CH:12]=[C:13]([CH:17]3[CH2:21][C:20]4([CH2:26][CH2:25][NH:24][CH2:23][CH2:22]4)[O:19][CH2:18]3)[CH:14]=[CH:15][CH:16]=2)=[N:8][CH:9]=1.[N:29]1[CH:34]=[CH:33][CH:32]=[C:31]([NH:35][C:36](=O)[O:37]C2C=CC=CC=2)[N:30]=1.CCN(C(C)C)C(C)C, predict the reaction product. The product is: [N:29]1[CH:34]=[CH:33][CH:32]=[C:31]([NH:35][C:36]([N:24]2[CH2:23][CH2:22][C:20]3([O:19][CH2:18][CH:17]([C:13]4[CH:14]=[CH:15][CH:16]=[C:11]([O:10][C:7]5[CH:6]=[CH:5][C:4]([C:3]([F:2])([F:27])[F:28])=[CH:9][N:8]=5)[CH:12]=4)[CH2:21]3)[CH2:26][CH2:25]2)=[O:37])[N:30]=1. (8) Given the reactants [CH2:1]([O:8][CH2:9][C:10](Cl)=[O:11])[C:2]1[CH:7]=[CH:6][CH:5]=[CH:4][CH:3]=1.[Cl:13][C:14]1[CH:19]=[C:18]([C:20]2[N:24]=[C:23]([C:25]3[S:26][C:27]([CH2:31][N:32]([CH2:35][CH3:36])[CH2:33][CH3:34])=[C:28]([CH3:30])[CH:29]=3)[O:22][N:21]=2)[CH:17]=[C:16]([CH3:37])[C:15]=1[NH2:38], predict the reaction product. The product is: [CH2:1]([O:8][CH2:9][C:10]([NH:38][C:15]1[C:16]([CH3:37])=[CH:17][C:18]([C:20]2[N:24]=[C:23]([C:25]3[S:26][C:27]([CH2:31][N:32]([CH2:33][CH3:34])[CH2:35][CH3:36])=[C:28]([CH3:30])[CH:29]=3)[O:22][N:21]=2)=[CH:19][C:14]=1[Cl:13])=[O:11])[C:2]1[CH:7]=[CH:6][CH:5]=[CH:4][CH:3]=1. (9) Given the reactants C([O:8][CH2:9][CH2:10][O:11][CH2:12][CH2:13][N:14]1[C:19](=[O:20])[CH:18]=[C:17]([NH:21][C:22]2[CH:27]=[CH:26][C:25]([CH3:28])=[C:24]([CH2:29][CH3:30])[CH:23]=2)[NH:16][C:15]1=[O:31])C1C=CC=CC=1, predict the reaction product. The product is: [OH:8][CH2:9][CH2:10][O:11][CH2:12][CH2:13][N:14]1[C:19](=[O:20])[CH:18]=[C:17]([NH:21][C:22]2[CH:27]=[CH:26][C:25]([CH3:28])=[C:24]([CH2:29][CH3:30])[CH:23]=2)[NH:16][C:15]1=[O:31].